Predict the product of the given reaction. From a dataset of Forward reaction prediction with 1.9M reactions from USPTO patents (1976-2016). (1) Given the reactants [CH2:1]([N:8]1[CH2:12][C@H:11]([C:13]2[CH:18]=[CH:17][C:16]([Cl:19])=[C:15]([Cl:20])[CH:14]=2)[C@@H:10]([CH2:21]OS(C2C=CC(C)=CC=2)(=O)=O)[CH2:9]1)[C:2]1[CH:7]=[CH:6][CH:5]=[CH:4][CH:3]=1.[CH3:33][NH2:34], predict the reaction product. The product is: [CH2:1]([N:8]1[CH2:12][C@H:11]([C:13]2[CH:18]=[CH:17][C:16]([Cl:19])=[C:15]([Cl:20])[CH:14]=2)[C@@H:10]([CH2:21][NH:34][CH3:33])[CH2:9]1)[C:2]1[CH:7]=[CH:6][CH:5]=[CH:4][CH:3]=1. (2) Given the reactants [CH3:1][C:2]1[C:11]2[C:6](=[CH:7][CH:8]=[C:9]([CH3:12])[CH:10]=2)[N:5]=[C:4]([NH:13][C@H:14]2[C@H:18]([OH:19])[CH2:17][N:16](C(OC(C)(C)C)=O)[CH2:15]2)[CH:3]=1.C(OC(C)C)(C)C.[ClH:34], predict the reaction product. The product is: [ClH:34].[ClH:34].[CH3:1][C:2]1[C:11]2[C:6](=[CH:7][CH:8]=[C:9]([CH3:12])[CH:10]=2)[N:5]=[C:4]([NH:13][C@@H:14]2[CH2:15][NH:16][CH2:17][C@H:18]2[OH:19])[CH:3]=1. (3) Given the reactants CO[C:3](=[O:14])[C:4]1[C:9]([CH3:10])=[CH:8][C:7]([Br:11])=[CH:6][C:5]=1[CH2:12]Br.[O:15]([C:22]1[CH:29]=[CH:28][C:25]([CH2:26][NH2:27])=[CH:24][CH:23]=1)[C:16]1[CH:21]=[CH:20][CH:19]=[CH:18][CH:17]=1.C([O-])([O-])=O.[K+].[K+], predict the reaction product. The product is: [Br:11][C:7]1[CH:6]=[C:5]2[C:4](=[C:9]([CH3:10])[CH:8]=1)[C:3](=[O:14])[N:27]([CH2:26][C:25]1[CH:28]=[CH:29][C:22]([O:15][C:16]3[CH:17]=[CH:18][CH:19]=[CH:20][CH:21]=3)=[CH:23][CH:24]=1)[CH2:12]2. (4) The product is: [CH2:48]([O:47][C:41]1[CH:42]=[C:43]([F:46])[CH:44]=[CH:45][C:40]=1[C:28]1([N:25]2[CH2:24][C:22]3([CH2:23][N:20]([CH:17]4[CH2:16][CH2:15][N:14]([CH3:13])[CH2:19][CH2:18]4)[CH2:21]3)[CH2:26]2)[C:36]2[C:31](=[CH:32][CH:33]=[C:34]([C:37]#[N:38])[CH:35]=2)[NH:30][C:29]1=[O:39])[CH3:49]. Given the reactants CCN(C(C)C)C(C)C.Cl.Cl.Cl.[CH3:13][N:14]1[CH2:19][CH2:18][CH:17]([N:20]2[CH2:23][C:22]3([CH2:26][NH:25][CH2:24]3)[CH2:21]2)[CH2:16][CH2:15]1.Cl[C:28]1([C:40]2[CH:45]=[CH:44][C:43]([F:46])=[CH:42][C:41]=2[O:47][CH2:48][CH3:49])[C:36]2[C:31](=[CH:32][CH:33]=[C:34]([C:37]#[N:38])[CH:35]=2)[NH:30][C:29]1=[O:39].C([O-])([O-])=O.[K+].[K+], predict the reaction product.